This data is from Full USPTO retrosynthesis dataset with 1.9M reactions from patents (1976-2016). The task is: Predict the reactants needed to synthesize the given product. (1) Given the product [C:18]([O:17][C:15]([N:12]1[CH2:11][CH2:10][CH:9]([N:8]([CH2:22][C:23]2[CH:24]=[CH:25][C:26]([C:29]([OH:31])=[O:30])=[CH:27][CH:28]=2)[CH2:7][CH2:6][C:5]2[CH:33]=[CH:34][C:2]([Cl:1])=[CH:3][CH:4]=2)[CH2:14][CH2:13]1)=[O:16])([CH3:21])([CH3:19])[CH3:20], predict the reactants needed to synthesize it. The reactants are: [Cl:1][C:2]1[CH:34]=[CH:33][C:5]([CH2:6][CH2:7][N:8]([CH2:22][C:23]2[CH:28]=[CH:27][C:26]([C:29]([O:31]C)=[O:30])=[CH:25][CH:24]=2)[CH:9]2[CH2:14][CH2:13][N:12]([C:15]([O:17][C:18]([CH3:21])([CH3:20])[CH3:19])=[O:16])[CH2:11][CH2:10]2)=[CH:4][CH:3]=1.[OH-].[Na+].Cl. (2) Given the product [OH:1][C:2]1([C:9]2[S:13][C:12]([CH:14]([CH3:16])[CH3:15])=[N:11][CH:10]=2)[CH2:7][CH2:6][CH:5]([N:17]2[CH2:20][CH:19]([NH:21][C:22]([CH2:24][NH:25][C:26](=[O:37])[C:27]3[CH:32]=[CH:31][CH:30]=[C:29]([C:33]([F:36])([F:34])[F:35])[CH:28]=3)=[O:23])[CH2:18]2)[CH2:4][CH2:3]1, predict the reactants needed to synthesize it. The reactants are: [OH:1][C:2]1([C:9]2[S:13][C:12]([CH:14]([CH3:16])[CH3:15])=[N:11][CH:10]=2)[CH2:7][CH2:6][C:5](=O)[CH2:4][CH2:3]1.[NH:17]1[CH2:20][CH:19]([NH:21][C:22]([CH2:24][NH:25][C:26](=[O:37])[C:27]2[CH:32]=[CH:31][CH:30]=[C:29]([C:33]([F:36])([F:35])[F:34])[CH:28]=2)=[O:23])[CH2:18]1. (3) Given the product [N:1]1[CH:6]=[CH:5][CH:4]=[CH:3][C:2]=1[C:7]1[S:11][C:10]([C:12]([OH:14])=[O:13])=[N:9][CH:8]=1.[C:19]([OH:25])([C:21]([F:24])([F:23])[F:22])=[O:20], predict the reactants needed to synthesize it. The reactants are: [N:1]1[CH:6]=[CH:5][CH:4]=[CH:3][C:2]=1[C:7]1[S:11][C:10]([C:12]([O:14]C(C)(C)C)=[O:13])=[N:9][CH:8]=1.[C:19]([OH:25])([C:21]([F:24])([F:23])[F:22])=[O:20]. (4) Given the product [F:13][C:9]1[C:8]([F:14])=[C:7]2[C:12]([C:3]([CH2:2][N:23]3[C:24]4[CH:30]=[CH:29][CH:28]=[CH:27][C:25]=4[N:26]=[C:22]3[C:16]3[CH:21]=[CH:20][CH:19]=[CH:18][CH:17]=3)=[CH:4][C:5](=[O:15])[NH:6]2)=[CH:11][CH:10]=1, predict the reactants needed to synthesize it. The reactants are: Br[CH2:2][C:3]1[C:12]2[C:7](=[C:8]([F:14])[C:9]([F:13])=[CH:10][CH:11]=2)[NH:6][C:5](=[O:15])[CH:4]=1.[C:16]1([C:22]2[NH:26][C:25]3[CH:27]=[CH:28][CH:29]=[CH:30][C:24]=3[N:23]=2)[CH:21]=[CH:20][CH:19]=[CH:18][CH:17]=1. (5) Given the product [C:29]1([C:2]2[CH:3]=[CH:4][C:5]3[N:6]([C:8]([C:11]4[CH:20]=[CH:19][C:18]5[C:13](=[C:14]([OH:21])[CH:15]=[CH:16][CH:17]=5)[N:12]=4)=[N:9][N:10]=3)[CH:7]=2)[CH:34]=[CH:33][CH:32]=[CH:31][CH:30]=1, predict the reactants needed to synthesize it. The reactants are: Br[C:2]1[CH:3]=[CH:4][C:5]2[N:6]([C:8]([C:11]3[CH:20]=[CH:19][C:18]4[C:13](=[C:14]([O:21][Si](C(C)(C)C)(C)C)[CH:15]=[CH:16][CH:17]=4)[N:12]=3)=[N:9][N:10]=2)[CH:7]=1.[C:29]1(B(O)O)[CH:34]=[CH:33][CH:32]=[CH:31][CH:30]=1.C([O-])([O-])=O.[Na+].[Na+]. (6) Given the product [C:15]([O:14][C:12]([NH:11][CH2:10][CH2:9][CH2:8][C@H:3]([NH:2][C:32]([C:28]1[C:27](=[O:35])[N:26]([CH:25]([C:19]2[CH:24]=[CH:23][CH:22]=[CH:21][CH:20]=2)[C:36]2[CH:37]=[CH:38][CH:39]=[CH:40][CH:41]=2)[CH:31]=[CH:30][CH:29]=1)=[O:33])[C:4]([O:6][CH3:7])=[O:5])=[O:13])([CH3:18])([CH3:17])[CH3:16], predict the reactants needed to synthesize it. The reactants are: Cl.[NH2:2][C@@H:3]([CH2:8][CH2:9][CH2:10][NH:11][C:12]([O:14][C:15]([CH3:18])([CH3:17])[CH3:16])=[O:13])[C:4]([O:6][CH3:7])=[O:5].[C:19]1([CH:25]([C:36]2[CH:41]=[CH:40][CH:39]=[CH:38][CH:37]=2)[N:26]2[CH:31]=[CH:30][CH:29]=[C:28]([C:32](O)=[O:33])[C:27]2=[O:35])[CH:24]=[CH:23][CH:22]=[CH:21][CH:20]=1.CN(C(ON1N=NC2C=CC=CC1=2)=[N+](C)C)C.F[P-](F)(F)(F)(F)F.CCN(C(C)C)C(C)C. (7) Given the product [C:48]([C:35]1[CH:44]=[CH:43][CH:42]=[C:41]2[C:36]=1[CH:37]=[CH:38][C:39]([C:45]([OH:47])=[O:46])=[CH:40]2)#[N:49], predict the reactants needed to synthesize it. The reactants are: C1(C)C=CC=CC=1P(C1C=CC=CC=1C)C1C=CC=CC=1C.C([Zn]CC)C.CCCCCC.Br[C:35]1[CH:44]=[CH:43][CH:42]=[C:41]2[C:36]=1[CH:37]=[CH:38][C:39]([C:45]([OH:47])=[O:46])=[CH:40]2.[CH3:48][N:49]1CCCC1=O.